This data is from Reaction yield outcomes from USPTO patents with 853,638 reactions. The task is: Predict the reaction yield, written as a fraction of the theoretical maximum amount of product (1.0 means a 100% yield; for example, 0.34 means a 34% yield). (1) The product is [C:20]([C:19]1[C:18]2[C:13](=[CH:14][C:15]([O:22][CH3:23])=[CH:16][CH:17]=2)[N:12]([CH2:24][CH3:25])[C:11]=1[C:8]1[CH:9]=[CH:10][C:5]([O:4][CH2:3][CH2:2][NH:1][C:29]([NH:28][CH2:26][CH3:27])=[O:30])=[CH:6][CH:7]=1)#[N:21]. The reactants are [NH2:1][CH2:2][CH2:3][O:4][C:5]1[CH:10]=[CH:9][C:8]([C:11]2[N:12]([CH2:24][CH3:25])[C:13]3[C:18]([C:19]=2[C:20]#[N:21])=[CH:17][CH:16]=[C:15]([O:22][CH3:23])[CH:14]=3)=[CH:7][CH:6]=1.[CH2:26]([N:28]=[C:29]=[O:30])[CH3:27]. The catalyst is N1C=CC=CC=1. The yield is 0.930. (2) The reactants are [CH2:1]([O:3][C:4](=[O:31])[C:5]([C:10]1[CH:19]=[CH:18][C:17]2[C:12](=[CH:13][CH:14]=[C:15]([O:20][C@H:21]3[CH2:26][CH2:25][C@H:24]([C:27]([CH3:30])([CH3:29])[CH3:28])[CH2:23][CH2:22]3)[CH:16]=2)[N:11]=1)([N+:7]([O-])=O)[CH3:6])[CH3:2]. The catalyst is C(O)(=O)C.C(#N)C.[Zn]. The product is [CH2:1]([O:3][C:4](=[O:31])[C:5]([NH2:7])([C:10]1[CH:19]=[CH:18][C:17]2[C:12](=[CH:13][CH:14]=[C:15]([O:20][C@H:21]3[CH2:22][CH2:23][C@H:24]([C:27]([CH3:30])([CH3:29])[CH3:28])[CH2:25][CH2:26]3)[CH:16]=2)[N:11]=1)[CH3:6])[CH3:2]. The yield is 0.200. (3) The reactants are [NH2:1][C:2]1[NH:3][C:4](=[O:13])[C:5]2[N:11]=[C:10]([Cl:12])[CH:9]=[CH:8][C:6]=2[N:7]=1.[C:14](OC(=O)C)(=[O:16])[CH3:15]. No catalyst specified. The product is [C:14]([NH:1][C:2]1[NH:3][C:4](=[O:13])[C:5]2[N:11]=[C:10]([Cl:12])[CH:9]=[CH:8][C:6]=2[N:7]=1)(=[O:16])[CH3:15]. The yield is 0.800. (4) The reactants are Cl[C:2]1[N:10]=[C:9]([NH:11]C(=O)C2C=CC=CC=2)[N:8]=[C:7]2[C:3]=1[N:4]=[CH:5][N:6]2[C@@H:20]1[O:27][C@H:26]([CH2:28][OH:29])[C@@H:25]([OH:30])[C@:21]21[O:24][CH2:23][CH2:22]2.CO.C[O-].[Na+].[CH:36]1([NH2:39])[CH2:38][CH2:37]1. No catalyst specified. The product is [NH2:11][C:9]1[N:8]=[C:7]2[C:3]([N:4]=[CH:5][N:6]2[C@@H:20]2[O:27][C@H:26]([CH2:28][OH:29])[C@@H:25]([OH:30])[C@:21]32[O:24][CH2:23][CH2:22]3)=[C:2]([NH:39][CH:36]2[CH2:38][CH2:37]2)[N:10]=1. The yield is 0.760.